From a dataset of Forward reaction prediction with 1.9M reactions from USPTO patents (1976-2016). Predict the product of the given reaction. (1) Given the reactants [NH2:1][C:2]1[CH:9]=[C:8]([O:10][CH3:11])[C:7]([O:12][CH2:13][C:14]2[CH:19]=[CH:18][CH:17]=[CH:16][CH:15]=2)=[CH:6][C:3]=1[CH:4]=O.[C:20](OC)(=[O:26])[CH2:21][C:22]([O:24][CH3:25])=[O:23].N1CCCCC1.C(O)(=O)C, predict the reaction product. The product is: [CH3:25][O:24][C:22]([C:21]1[C:20](=[O:26])[NH:1][C:2]2[C:3]([CH:4]=1)=[CH:6][C:7]([O:12][CH2:13][C:14]1[CH:19]=[CH:18][CH:17]=[CH:16][CH:15]=1)=[C:8]([O:10][CH3:11])[CH:9]=2)=[O:23]. (2) Given the reactants [CH:1]1([CH2:4][O:5][C:6]2[N:11]=[C:10]([C:12]([OH:14])=O)[CH:9]=[CH:8][C:7]=2[C:15]2([OH:19])[CH2:18][O:17][CH2:16]2)[CH2:3][CH2:2]1.[NH2:20][C:21]1([CH2:25][C:26]([NH2:28])=[O:27])[CH2:24][O:23][CH2:22]1.CCN(C(C)C)C(C)C, predict the reaction product. The product is: [NH2:28][C:26](=[O:27])[CH2:25][C:21]1([NH:20][C:12]([C:10]2[CH:9]=[CH:8][C:7]([C:15]3([OH:19])[CH2:18][O:17][CH2:16]3)=[C:6]([O:5][CH2:4][CH:1]3[CH2:2][CH2:3]3)[N:11]=2)=[O:14])[CH2:24][O:23][CH2:22]1. (3) Given the reactants [C:1]([C:3]([C:6]1[CH:7]=[C:8]([CH:29]=[CH:30][CH:31]=1)[C:9]([NH:11][C:12]1[CH:17]=[CH:16][C:15]([CH3:18])=[C:14]([O:19][C:20]2[CH:21]=[N:22][C:23]([N+:26]([O-])=O)=[CH:24][CH:25]=2)[CH:13]=1)=[O:10])([CH3:5])[CH3:4])#[N:2], predict the reaction product. The product is: [NH2:26][C:23]1[N:22]=[CH:21][C:20]([O:19][C:14]2[CH:13]=[C:12]([NH:11][C:9](=[O:10])[C:8]3[CH:29]=[CH:30][CH:31]=[C:6]([C:3]([C:1]#[N:2])([CH3:5])[CH3:4])[CH:7]=3)[CH:17]=[CH:16][C:15]=2[CH3:18])=[CH:25][CH:24]=1. (4) Given the reactants [CH3:1][N:2]1[CH2:7][CH2:6][NH:5][CH2:4][CH2:3]1.[C:8](#[N:10])[CH3:9].C([O-])([O-])=O.[K+].[K+].ClCC#N, predict the reaction product. The product is: [CH3:1][N:2]1[CH2:7][CH2:6][N:5]([CH2:9][C:8]#[N:10])[CH2:4][CH2:3]1. (5) The product is: [CH:12]([O:15][C:16]1[CH:21]=[CH:20][C:19]([S:22]([NH2:25])(=[O:24])=[O:23])=[CH:18][C:17]=1[NH:26][C:27]([NH:11][C:6]1[CH:7]=[CH:8][CH:9]=[C:10]2[C:5]=1[CH:4]=[CH:3][N:2]=[CH:1]2)=[S:28])([CH3:14])[CH3:13]. Given the reactants [CH:1]1[C:10]2[C:5](=[C:6]([NH2:11])[CH:7]=[CH:8][CH:9]=2)[CH:4]=[CH:3][N:2]=1.[CH:12]([O:15][C:16]1[CH:21]=[CH:20][C:19]([S:22]([NH2:25])(=[O:24])=[O:23])=[CH:18][C:17]=1[N:26]=[C:27]=[S:28])([CH3:14])[CH3:13].CS(C1C=CC(OC)=C(NC(NC2C=CC=C3C=2C=NN3C)=S)C=1)(=O)=O, predict the reaction product. (6) Given the reactants [Br:1][C:2]1[CH:7]=[CH:6][C:5]([C:8]2[N:9]=[C:10]([C:21]3[CH:26]=[CH:25][N:24]=[CH:23][CH:22]=3)N=N[C:13]=2[C:14]2[CH:19]=[CH:18][C:17]([Br:20])=[CH:16][CH:15]=2)=[CH:4][CH:3]=1.[C:27]1(C)C=CC(C)=C[CH:28]=1.C12CC(C=C1)C=C2.O, predict the reaction product. The product is: [Br:20][C:17]1[CH:18]=[CH:19][C:14]([C:13]2[CH:27]=[CH:28][C:10]([C:21]3[CH:26]=[CH:25][N:24]=[CH:23][CH:22]=3)=[N:9][C:8]=2[C:5]2[CH:6]=[CH:7][C:2]([Br:1])=[CH:3][CH:4]=2)=[CH:15][CH:16]=1. (7) The product is: [F:1][C:2]1[CH:9]=[C:8]([C:10]2[CH:11]=[N:12][N:13]([CH3:15])[CH:14]=2)[CH:7]=[CH:6][C:3]=1[CH:4]=[N:22][S:20]([C:17]([CH3:19])([CH3:18])[CH3:16])=[O:21]. Given the reactants [F:1][C:2]1[CH:9]=[C:8]([C:10]2[CH:11]=[N:12][N:13]([CH3:15])[CH:14]=2)[CH:7]=[CH:6][C:3]=1[CH:4]=O.[CH3:16][C:17]([S:20]([NH2:22])=[O:21])([CH3:19])[CH3:18], predict the reaction product. (8) Given the reactants [C:1]([OH:20])(=[O:19])[CH2:2][CH2:3][CH2:4][CH2:5][CH2:6][CH2:7][CH2:8]/[CH:9]=[CH:10]\[CH2:11]/[CH:12]=C\CCCCC.CC/C=C\C/C=C\C/C=C\CCCCCCCC(O)=[O:39].CC/C=C\C/C=C\C/C=C\CCCCCCCC(OO)=O.C1OC1=C.CC/C=C\C[C@@H]1C(=O)C=C[C@@H]1CCCCCCCC(O)=O, predict the reaction product. The product is: [CH3:12][CH2:11]/[CH:10]=[CH:9]\[CH2:8][C@@H:7]1[C:6](=[O:39])[CH2:5][CH2:4][C@@H:3]1[CH2:2][C:1]([OH:20])=[O:19].